Dataset: CYP2C19 inhibition data for predicting drug metabolism from PubChem BioAssay. Task: Regression/Classification. Given a drug SMILES string, predict its absorption, distribution, metabolism, or excretion properties. Task type varies by dataset: regression for continuous measurements (e.g., permeability, clearance, half-life) or binary classification for categorical outcomes (e.g., BBB penetration, CYP inhibition). Dataset: cyp2c19_veith. (1) The result is 0 (non-inhibitor). The drug is CCC(CC)C(=O)Nc1cccc(/C(C)=N/NC(=O)c2c(Br)cnn2C)c1. (2) The molecule is CCOC(=O)CCN1C(=O)[C@H]2CC[C@@H]3/C(=N\OCc4ccccc4)C[C@@H](O)[C@@H](O)[C@@H]3[C@@H]2C1=O. The result is 0 (non-inhibitor). (3) The result is 1 (inhibitor). The molecule is Cc1cc(C)cc(N2C(=O)CC(Sc3nnnn3-c3ccccc3)C2=O)c1. (4) The drug is CN(C)c1ccc(N=C/C=C2\N(C)c3ccccc3C2(C)C)cc1. The result is 1 (inhibitor). (5) The molecule is NCCc1ccn[nH]1. The result is 0 (non-inhibitor). (6) The compound is O=P(c1ccccc1)(c1ccccc1)N1CC2(CC2)CC(O)(c2ccccc2)C1. The result is 0 (non-inhibitor). (7) The molecule is CCCCCCCCCCCCCCCC(=O)O[C@H](CC(=O)O)C[N+](C)(C)C. The result is 0 (non-inhibitor). (8) The drug is CC(=O)c1c(O)cc(=O)n(-c2ccccc2)c1-c1cccc2ccccc12. The result is 1 (inhibitor).